Predict the reaction yield, written as a fraction of the theoretical maximum amount of product (1.0 means a 100% yield; for example, 0.34 means a 34% yield). From a dataset of Reaction yield outcomes from USPTO patents with 853,638 reactions. (1) The reactants are C(OC(=O)[NH:7][C:8]1[CH:13]=[CH:12][CH:11]=[C:10]([C:14]2[CH:19]=[CH:18][C:17]([S:20]([N:23]3[CH2:27][CH2:26][CH2:25][CH:24]3[CH2:28][OH:29])(=[O:22])=[O:21])=[CH:16][CH:15]=2)[N:9]=1)(C)(C)C.[ClH:31].CO. No catalyst specified. The product is [ClH:31].[NH2:7][C:8]1[N:9]=[C:10]([C:14]2[CH:15]=[CH:16][C:17]([S:20]([N:23]3[CH2:27][CH2:26][CH2:25][C@@H:24]3[CH2:28][OH:29])(=[O:22])=[O:21])=[CH:18][CH:19]=2)[CH:11]=[CH:12][CH:13]=1. The yield is 0.860. (2) The reactants are [NH2:1][C:2]1[CH:30]=[CH:29][C:5]([C:6]([N:8]2[CH2:11][C:10]3([CH2:16][CH2:15][N:14]([C:17]([O:19][CH2:20][C:21]4[CH:26]=[C:25]([Cl:27])[CH:24]=[C:23]([Cl:28])[CH:22]=4)=[O:18])[CH2:13][CH2:12]3)[CH2:9]2)=[O:7])=[CH:4][C:3]=1[OH:31].[O:32]1CCC[CH2:33]1. No catalyst specified. The product is [O:32]=[C:33]1[NH:1][C:2]2[CH:30]=[CH:29][C:5]([C:6]([N:8]3[CH2:9][C:10]4([CH2:12][CH2:13][N:14]([C:17]([O:19][CH2:20][C:21]5[CH:26]=[C:25]([Cl:27])[CH:24]=[C:23]([Cl:28])[CH:22]=5)=[O:18])[CH2:15][CH2:16]4)[CH2:11]3)=[O:7])=[CH:4][C:3]=2[O:31]1. The yield is 0.680. (3) The reactants are [Cl-].O[NH3+:3].[C:4](=[O:7])([O-])[OH:5].[Na+].CS(C)=O.[C:13]([C:15]1[CH:20]=[CH:19][CH:18]=[CH:17][C:16]=1[C:21]1[CH:26]=[CH:25][C:24]([CH2:27][C:28]2[C:29](=[O:55])[N:30]([C@H:40]3[CH2:45][CH2:44][C@H:43]([O:46][CH2:47][C:48]4([C:52]([NH2:54])=[O:53])[CH2:51][CH2:50][CH2:49]4)[CH2:42][CH2:41]3)[C:31]3[N:32]([N:37]=[CH:38][N:39]=3)[C:33]=2[CH2:34][CH2:35][CH3:36])=[CH:23][CH:22]=1)#[N:14]. The catalyst is C(OCC)(=O)C. The product is [O:55]=[C:29]1[C:28]([CH2:27][C:24]2[CH:23]=[CH:22][C:21]([C:16]3[CH:17]=[CH:18][CH:19]=[CH:20][C:15]=3[C:13]3[NH:3][C:4](=[O:7])[O:5][N:14]=3)=[CH:26][CH:25]=2)=[C:33]([CH2:34][CH2:35][CH3:36])[N:32]2[N:37]=[CH:38][N:39]=[C:31]2[N:30]1[C@H:40]1[CH2:41][CH2:42][C@H:43]([O:46][CH2:47][C:48]2([C:52]([NH2:54])=[O:53])[CH2:51][CH2:50][CH2:49]2)[CH2:44][CH2:45]1. The yield is 0.640. (4) The catalyst is C1C=CC(/C=C/C(/C=C/C2C=CC=CC=2)=O)=CC=1.C1C=CC(/C=C/C(/C=C/C2C=CC=CC=2)=O)=CC=1.C1C=CC(/C=C/C(/C=C/C2C=CC=CC=2)=O)=CC=1.[Pd].[Pd].C1(P(C2CCCCC2)C2CCCCC2)CCCCC1. The product is [Cl:18][C:5]1[C:6]2[C:11](=[CH:10][CH:9]=[CH:8][C:7]=2[C:12]2[CH:17]=[CH:16][CH:15]=[CH:14][CH:13]=2)[C:2]([C:27]2[CH:28]=[C:29]([NH2:33])[CH:30]=[N:31][CH:32]=2)=[N:3][N:4]=1. The reactants are Cl[C:2]1[C:11]2[C:6](=[C:7]([C:12]3[CH:17]=[CH:16][CH:15]=[CH:14][CH:13]=3)[CH:8]=[CH:9][CH:10]=2)[C:5]([Cl:18])=[N:4][N:3]=1.CC1(C)C(C)(C)OB([C:27]2[CH:28]=[C:29]([NH2:33])[CH:30]=[N:31][CH:32]=2)O1.[O-]P([O-])([O-])=O.[K+].[K+].[K+].C(NS(C1C=NC=C(C2C3C(=C(C4C=CC=CC=4)C=CC=3)C(Cl)=NN=2)C=1)(=O)=O)(C)(C)C. The yield is 0.661. (5) The reactants are C(OC([NH:8][C@@H:9]([CH2:13][CH2:14][N:15]([CH3:17])[CH3:16])[C:10]([NH2:12])=[O:11])=O)(C)(C)C.[O-]S(C(F)(F)F)(=O)=O.[Sn+2].[O-]S(C(F)(F)F)(=O)=O. The catalyst is ClCCl. The product is [NH2:8][C@@H:9]([CH2:13][CH2:14][N:15]([CH3:17])[CH3:16])[C:10]([NH2:12])=[O:11]. The yield is 0.110. (6) The reactants are N12CCCN=C1CCCCC2.Cl.[NH2:13][CH2:14][C:15]1[CH:23]=[CH:22][CH:21]=[C:20]2[C:16]=1[C:17](=[O:33])[N:18]([CH:25]1[CH2:30][CH2:29][C:28](=[O:31])[NH:27][C:26]1=[O:32])[C:19]2=[O:24].ON1C2C=CC=CC=2N=N1.[C:44]([NH:51][CH2:52][CH2:53][C:54](O)=[O:55])([O:46][C:47]([CH3:50])([CH3:49])[CH3:48])=[O:45].Cl.CN(C)CCCN=C=NCC. The catalyst is CC#N. The product is [C:47]([O:46][C:44]([NH:51][CH2:52][CH2:53][C:54]([NH:13][CH2:14][C:15]1[CH:23]=[CH:22][CH:21]=[C:20]2[C:16]=1[C:17](=[O:33])[N:18]([CH:25]1[CH2:30][CH2:29][C:28](=[O:31])[NH:27][C:26]1=[O:32])[C:19]2=[O:24])=[O:55])=[O:45])([CH3:50])([CH3:49])[CH3:48]. The yield is 0.670. (7) The reactants are C([O:8][C:9]1[CH:14]=[CH:13][C:12]([NH:15][C:16]([C:18]2[NH:19][CH:20]=[N:21][CH:22]=2)=[O:17])=[CH:11][CH:10]=1)C1C=CC=CC=1. The catalyst is C(O)(=O)C.[Pd]. The product is [OH:8][C:9]1[CH:14]=[CH:13][C:12]([NH:15][C:16]([C:18]2[NH:19][CH:20]=[N:21][CH:22]=2)=[O:17])=[CH:11][CH:10]=1. The yield is 1.00. (8) The reactants are [NH2:1][CH2:2][CH2:3][CH2:4][C:5]1([C:23]2[CH:28]=[CH:27][CH:26]=[CH:25][CH:24]=2)[N:9]([C:10](=[O:14])[CH:11]([CH3:13])[CH3:12])[N:8]=[C:7]([C:15]2[CH:20]=[C:19]([F:21])[CH:18]=[CH:17][C:16]=2[F:22])[O:6]1.[CH3:29][C:30]([CH3:32])=O.C(O[BH-](OC(=O)C)OC(=O)C)(=O)C.[Na+]. The catalyst is C(#N)C.C([O-])([O-])=O.[Na+].[Na+]. The product is [F:22][C:16]1[CH:17]=[CH:18][C:19]([F:21])=[CH:20][C:15]=1[C:7]1[O:6][C:5]([CH2:4][CH2:3][CH2:2][NH:1][CH:30]([CH3:32])[CH3:29])([C:23]2[CH:28]=[CH:27][CH:26]=[CH:25][CH:24]=2)[N:9]([C:10](=[O:14])[CH:11]([CH3:13])[CH3:12])[N:8]=1. The yield is 0.250. (9) The reactants are [CH:1]1[C:5]2[C:6](Cl)=[N:7][CH:8]=[N:9][C:4]=2[NH:3][CH:2]=1.[NH2:11][C:12]1[CH:16]=[CH:15][O:14][C:13]=1[C:17]([O:19][CH3:20])=[O:18].Cl. The catalyst is C(O)(C)(C)C.CO. The product is [CH3:20][O:19][C:17]([C:13]1[O:14][CH:15]=[CH:16][C:12]=1[NH:11][C:6]1[C:5]2[CH:1]=[CH:2][NH:3][C:4]=2[N:9]=[CH:8][N:7]=1)=[O:18]. The yield is 0.180.